Predict the reactants needed to synthesize the given product. From a dataset of Full USPTO retrosynthesis dataset with 1.9M reactions from patents (1976-2016). (1) Given the product [CH3:8][C:7]1([CH3:11])[CH2:9][O:10][P:1]([Cl:4])[O:5][CH2:6]1, predict the reactants needed to synthesize it. The reactants are: [P:1]([Cl:4])(Cl)Cl.[OH:5][CH2:6][C:7]([CH3:11])([CH2:9][OH:10])[CH3:8]. (2) Given the product [NH2:8][CH2:9][C:10]1([OH:32])[CH2:15][CH2:14][CH2:13][CH2:12][CH:11]1[N:16]1[C:20]([C:21]2[CH:26]=[CH:25][CH:24]=[CH:23][CH:22]=2)=[C:19]([C:27]([O:29][CH2:30][CH3:31])=[O:28])[N:18]=[CH:17]1, predict the reactants needed to synthesize it. The reactants are: C([NH:8][CH2:9][C:10]1([OH:32])[CH2:15][CH2:14][CH2:13][CH2:12][CH:11]1[N:16]1[C:20]([C:21]2[CH:26]=[CH:25][CH:24]=[CH:23][CH:22]=2)=[C:19]([C:27]([O:29][CH2:30][CH3:31])=[O:28])[N:18]=[CH:17]1)C1C=CC=CC=1. (3) Given the product [CH3:53][O:52][C:49]([C:2]1[CH:7]=[CH:6][C:5]([CH:8]([F:10])[F:9])=[CH:4][N:3]=1)=[O:51], predict the reactants needed to synthesize it. The reactants are: Br[C:2]1[CH:7]=[CH:6][C:5]([CH:8]([F:10])[F:9])=[CH:4][N:3]=1.C(N(CC)CC)C.C1(P(C2C=CC=CC=2)CCCP(C2C=CC=CC=2)C2C=CC=CC=2)C=CC=CC=1.[C]=O.[C:49]([O:52][CH2:53]C)(=[O:51])C. (4) Given the product [CH2:1]([O:3][C:4]([C:6]1[N:7]=[CH:8][C:9]2[C:14]([C:15]=1[OH:16])=[CH:13][CH:12]=[C:11]([NH:27][C:25]([NH:24][C:18]1[CH:23]=[CH:22][CH:21]=[CH:20][CH:19]=1)=[O:26])[CH:10]=2)=[O:5])[CH3:2], predict the reactants needed to synthesize it. The reactants are: [CH2:1]([O:3][C:4]([C:6]1[N:7]=[CH:8][C:9]2[C:14]([C:15]=1[OH:16])=[CH:13][CH:12]=[C:11](Br)[CH:10]=2)=[O:5])[CH3:2].[C:18]1([NH:24][C:25]([NH2:27])=[O:26])[CH:23]=[CH:22][CH:21]=[CH:20][CH:19]=1.C(=O)([O-])[O-].[Cs+].[Cs+].CC1(C)C2C(=C(P(C3C=CC=CC=3)C3C=CC=CC=3)C=CC=2)OC2C(P(C3C=CC=CC=3)C3C=CC=CC=3)=CC=CC1=2.